This data is from Forward reaction prediction with 1.9M reactions from USPTO patents (1976-2016). The task is: Predict the product of the given reaction. (1) Given the reactants [CH2:1]([NH:8][CH2:9][C@H:10]([NH:12][S:13]([C:16]1[CH:17]=[C:18]2[C:23](=[CH:24][CH:25]=1)[CH:22]=[N:21][CH:20]=[CH:19]2)(=[O:15])=[O:14])[CH3:11])[C:2]1[CH:7]=[CH:6][CH:5]=[CH:4][CH:3]=1.[ClH:26].C(OCC)C, predict the reaction product. The product is: [ClH:26].[ClH:26].[CH2:1]([NH:8][CH2:9][C@H:10]([NH:12][S:13]([C:16]1[CH:17]=[C:18]2[C:23](=[CH:24][CH:25]=1)[CH:22]=[N:21][CH:20]=[CH:19]2)(=[O:15])=[O:14])[CH3:11])[C:2]1[CH:3]=[CH:4][CH:5]=[CH:6][CH:7]=1. (2) Given the reactants [F:1][C:2]([F:18])([F:17])[CH2:3][NH:4][CH:5]1[CH2:11][CH2:10][C:9]2[CH:12]=[C:13]([NH2:16])[CH:14]=[CH:15][C:8]=2[CH2:7][CH2:6]1.CC1(C)[C@]2(CS(O)(=O)=O)C(C[C@H]1CC2)=O.Cl[C:35]1[N:40]=[C:39]([NH:41][C@H:42]2[C@H:47]3[CH2:48][C@H:44]([CH2:45][CH2:46]3)[C@H:43]2[C:49]([NH2:51])=[O:50])[C:38]([Cl:52])=[CH:37][N:36]=1, predict the reaction product. The product is: [Cl:52][C:38]1[C:39]([NH:41][C@H:42]2[C@H:47]3[CH2:48][C@H:44]([CH2:45][CH2:46]3)[C@H:43]2[C:49]([NH2:51])=[O:50])=[N:40][C:35]([NH:16][C:13]2[CH:14]=[CH:15][C:8]3[CH2:7][CH2:6][CH:5]([NH:4][CH2:3][C:2]([F:17])([F:18])[F:1])[CH2:11][CH2:10][C:9]=3[CH:12]=2)=[N:36][CH:37]=1. (3) Given the reactants [ClH:1].O1CCOCC1.C(OC([N:15]1[CH2:20][CH2:19][N:18]([CH2:21][CH2:22][F:23])[CH2:17][CH2:16]1)=O)(C)(C)C, predict the reaction product. The product is: [ClH:1].[ClH:1].[F:23][CH2:22][CH2:21][N:18]1[CH2:19][CH2:20][NH:15][CH2:16][CH2:17]1. (4) Given the reactants [BH4-].[Na+].[Cl:3][C:4]1[C:5]([C:14](OCC)=[O:15])=[N:6][CH:7]=[C:8]([C:10]([F:13])([F:12])[F:11])[CH:9]=1, predict the reaction product. The product is: [Cl:3][C:4]1[C:5]([CH2:14][OH:15])=[N:6][CH:7]=[C:8]([C:10]([F:13])([F:11])[F:12])[CH:9]=1.